Dataset: Full USPTO retrosynthesis dataset with 1.9M reactions from patents (1976-2016). Task: Predict the reactants needed to synthesize the given product. (1) Given the product [ClH:35].[ClH:35].[F:21][C:18]1[C:19]2[CH:9]([CH2:8][N:5]3[CH2:6][CH2:7][C@H:3]([CH2:2][NH:1][CH2:32][C:29]4[N:28]=[CH:27][C:26]5[O:25][CH2:24][S:23][C:31]=5[CH:30]=4)[CH2:4]3)[CH2:10][N:11]3[C:20]=2[C:15]([CH:14]=[CH:13][C:12]3=[O:22])=[CH:16][CH:17]=1, predict the reactants needed to synthesize it. The reactants are: [NH2:1][CH2:2][C@H:3]1[CH2:7][CH2:6][N:5]([CH2:8][CH:9]2[C:19]3=[C:20]4[C:15](=[CH:16][CH:17]=[C:18]3[F:21])[CH:14]=[CH:13][C:12](=[O:22])[N:11]4[CH2:10]2)[CH2:4]1.[S:23]1[C:31]2[CH:30]=[C:29]([CH:32]=O)[N:28]=[CH:27][C:26]=2[O:25][CH2:24]1.C(Cl)(Cl)[Cl:35].C(O[BH-](OC(=O)C)OC(=O)C)(=O)C.[Na+]. (2) Given the product [F:16][C:17]1[CH:18]=[C:19]2[C:26]([C:22]([CH2:23][CH2:24][NH:25][CH2:29][C:10]3[CH:9]=[CH:8][CH:5]=[C:4]([CH2:3][C:2]([F:1])([F:15])[CH:12]([F:13])[F:14])[CH:11]=3)=[CH:21][NH:20]2)=[CH:27][CH:28]=1, predict the reactants needed to synthesize it. The reactants are: [F:1][C:2]([F:15])([CH:12]([F:14])[F:13])[CH2:3][C:4]1[CH:11]=[CH:10][CH:9]=[CH:8][C:5]=1C=O.[F:16][C:17]1[CH:18]=[C:19]2[C:26](=[CH:27][CH:28]=1)[C:22]([CH2:23][CH2:24][NH2:25])=[CH:21][NH:20]2.[CH:29](O)(C)C. (3) Given the product [F:1][C:2]1[CH:7]=[CH:6][C:5]([C:8]2[C:9]3[CH2:20][NH:19][CH2:18][CH2:17][C:10]=3[N:11]=[C:12]([CH:14]([CH3:16])[CH3:15])[N:13]=2)=[CH:4][CH:3]=1, predict the reactants needed to synthesize it. The reactants are: [F:1][C:2]1[CH:7]=[CH:6][C:5]([C:8]2[C:9]3[CH2:20][N:19](C(=O)C)[CH2:18][CH2:17][C:10]=3[N:11]=[C:12]([CH:14]([CH3:16])[CH3:15])[N:13]=2)=[CH:4][CH:3]=1.FC1C=CC(C(C2CN(C(=O)C)CCC=2N2CCCCC2)=O)=CC=1.CCN(CC)CC.Cl.CC(C)C(=N)N. (4) Given the product [OH:17][C@@H:18]1[C@@H:23]([C:24]2[CH:25]=[CH:26][C:27]([OH:30])=[CH:28][CH:29]=2)[C@H:22]([CH2:31][O:32][Si:9]([CH:14]([CH3:16])[CH3:15])([CH:11]([CH3:13])[CH3:12])[CH:6]([CH3:8])[CH3:7])[CH2:21][N:20]([C:33]([O:35][CH2:36][C:37]2[CH:38]=[CH:39][CH:40]=[CH:41][CH:42]=2)=[O:34])[CH2:19]1, predict the reactants needed to synthesize it. The reactants are: N1C=CN=C1.[CH:6]([Si:9]([CH:14]([CH3:16])[CH3:15])([CH:11]([CH3:13])[CH3:12])Cl)([CH3:8])[CH3:7].[OH:17][C@@H:18]1[C@@H:23]([C:24]2[CH:29]=[CH:28][C:27]([OH:30])=[CH:26][CH:25]=2)[C@H:22]([CH2:31][OH:32])[CH2:21][N:20]([C:33]([O:35][CH2:36][C:37]2[CH:42]=[CH:41][CH:40]=[CH:39][CH:38]=2)=[O:34])[CH2:19]1. (5) Given the product [CH2:10]([O:12][C:13]1[CH:21]=[C:20]2[C:16]([C:17]([C:1](=[O:5])[C:2]([O:23][CH3:22])=[O:3])=[CH:18][NH:19]2)=[CH:15][CH:14]=1)[CH3:11], predict the reactants needed to synthesize it. The reactants are: [C:1](Cl)(=[O:5])[C:2](Cl)=[O:3].C(Cl)Cl.[CH2:10]([O:12][C:13]1[CH:21]=[C:20]2[C:16]([CH:17]=[CH:18][NH:19]2)=[CH:15][CH:14]=1)[CH3:11].[CH3:22][O-:23].[Na+].CO. (6) Given the product [CH3:37][C:35]1[O:36][C:32]2[C:31]([CH3:39])=[CH:30][C:29]([NH:28][C:24]3[N:25]=[CH:26][N:27]=[C:22]([N:17]4[CH2:18][CH2:19][CH:14]([N:10]5[CH2:9][CH2:8][C:7]6[CH:20]=[C:3]([O:2][CH3:1])[CH:4]=[CH:5][C:6]=6[NH:12][C:11]5=[O:13])[CH2:15][CH2:16]4)[CH:23]=3)=[CH:38][C:33]=2[N:34]=1, predict the reactants needed to synthesize it. The reactants are: [CH3:1][O:2][C:3]1[CH:4]=[CH:5][C:6]2[NH:12][C:11](=[O:13])[N:10]([CH:14]3[CH2:19][CH2:18][NH:17][CH2:16][CH2:15]3)[CH2:9][CH2:8][C:7]=2[CH:20]=1.Cl[C:22]1[N:27]=[CH:26][N:25]=[C:24]([NH:28][C:29]2[CH:30]=[C:31]([CH3:39])[C:32]3[O:36][C:35]([CH3:37])=[N:34][C:33]=3[CH:38]=2)[CH:23]=1.CCN(C(C)C)C(C)C. (7) Given the product [Cl:44][C:2]([Cl:1])([Cl:45])[C:3]([O:6][C:7]([N:9]1[CH:14]2[C:15]([C:34](=[O:35])[N:49]([CH:46]3[CH2:47][CH2:48]3)[CH2:50][C:51]3[CH:56]=[CH:55][CH:54]=[C:53]([Cl:57])[C:52]=3[Cl:58])=[C:16]([C:18]3[O:22][N:21]=[C:20]([CH2:23][CH2:24][CH2:25][O:26][Si:27]([C:30]([CH3:33])([CH3:32])[CH3:31])([CH3:29])[CH3:28])[CH:19]=3)[CH2:17][CH:10]1[CH2:11][N:12]([C:37]([O:39][C:40]([CH3:43])([CH3:42])[CH3:41])=[O:38])[CH2:13]2)=[O:8])([CH3:4])[CH3:5], predict the reactants needed to synthesize it. The reactants are: [Cl:1][C:2]([Cl:45])([Cl:44])[C:3]([O:6][C:7]([N:9]1[CH:14]2[C:15]([C:34](O)=[O:35])=[C:16]([C:18]3[O:22][N:21]=[C:20]([CH2:23][CH2:24][CH2:25][O:26][Si:27]([C:30]([CH3:33])([CH3:32])[CH3:31])([CH3:29])[CH3:28])[CH:19]=3)[CH2:17][CH:10]1[CH2:11][N:12]([C:37]([O:39][C:40]([CH3:43])([CH3:42])[CH3:41])=[O:38])[CH2:13]2)=[O:8])([CH3:5])[CH3:4].[CH:46]1([NH:49][CH2:50][C:51]2[CH:56]=[CH:55][CH:54]=[C:53]([Cl:57])[C:52]=2[Cl:58])[CH2:48][CH2:47]1.CCN(C(C)C)C(C)C.C1C=CC2N(O)N=NC=2C=1.CCN=C=NCCCN(C)C.Cl.